Task: Predict the reaction yield, written as a fraction of the theoretical maximum amount of product (1.0 means a 100% yield; for example, 0.34 means a 34% yield).. Dataset: Reaction yield outcomes from USPTO patents with 853,638 reactions (1) The reactants are [CH2:1]([N:8]1[C:14](=O)[C:13]2[CH:16]=[C:17]([Br:20])[CH:18]=[CH:19][C:12]=2[O:11][CH2:10][CH2:9]1)[C:2]1[CH:7]=[CH:6][CH:5]=[CH:4][CH:3]=1.B.O1CCCC1.CO.[OH-].[Na+]. The catalyst is O1CCCC1. The product is [CH2:1]([N:8]1[CH2:14][C:13]2[CH:16]=[C:17]([Br:20])[CH:18]=[CH:19][C:12]=2[O:11][CH2:10][CH2:9]1)[C:2]1[CH:3]=[CH:4][CH:5]=[CH:6][CH:7]=1. The yield is 0.595. (2) The reactants are [C:1]([O:5][C:6](=[O:45])[NH:7][C@@H:8]([C@H:36]([CH3:44])[CH2:37][CH:38]([CH3:43])[CH2:39][CH2:40]C=C)[C:9]([N:11]1[CH2:15][C@H:14]([OH:16])[CH2:13][C@H:12]1[C:17](=[O:35])[NH:18][C@:19]1([C:24](=[O:34])[NH:25][S:26]([C:29]2([CH2:32][F:33])[CH2:31][CH2:30]2)(=[O:28])=[O:27])[CH2:21][C@H:20]1[CH:22]=[CH2:23])=[O:10])([CH3:4])([CH3:3])[CH3:2]. The catalyst is ClCCCl.CC1C=C(C)C(N2C(=[Ru](Cl)(Cl)=CC3C=CC=CC=3OC(C)C)N(C3C(C)=CC(C)=CC=3C)CC2)=C(C)C=1. The product is [C:1]([O:5][C:6](=[O:45])[NH:7][C@@H:8]1[C:9](=[O:10])[N:11]2[CH2:15][C@H:14]([OH:16])[CH2:13][C@H:12]2[C:17](=[O:35])[NH:18][C@:19]2([C:24](=[O:34])[NH:25][S:26]([C:29]3([CH2:32][F:33])[CH2:31][CH2:30]3)(=[O:27])=[O:28])[CH2:21][C@H:20]2[CH:22]=[CH:23][CH2:40][CH2:39][CH:38]([CH3:43])[CH2:37][C@H:36]1[CH3:44])([CH3:2])([CH3:3])[CH3:4]. The yield is 0.279. (3) The product is [CH:33]([O:32][P:30]([C:27]1[CH:28]=[CH:29][C:24]([O:23][C:5]2[CH:6]=[C:7]([C:8](=[O:10])[NH:40][C:41]3[S:42][CH:43]=[CH:44][N:45]=3)[CH:11]=[C:12]([S:13][C:14]3[N:15]([CH3:19])[CH:16]=[CH:17][N:18]=3)[CH:4]=2)=[CH:25][CH:26]=1)(=[O:31])[O:36][CH:37]([CH3:39])[CH3:38])([CH3:35])[CH3:34]. The reactants are C([C:4]1[C:12]([S:13][C:14]2[N:15]([CH3:19])[CH:16]=[CH:17][N:18]=2)=[CH:11][C:7]([C:8]([OH:10])=O)=[C:6](C(C)C)[C:5]=1[O:23][C:24]1[CH:29]=[CH:28][C:27]([P:30]([O:36][CH:37]([CH3:39])[CH3:38])([O:32][CH:33]([CH3:35])[CH3:34])=[O:31])=[CH:26][CH:25]=1)(C)C.[NH2:40][C:41]1[S:42][CH:43]=[CH:44][N:45]=1.CN(C(ON1N=NC2C=CC=NC1=2)=[N+](C)C)C.F[P-](F)(F)(F)(F)F.CC(N(C)C)=O. The catalyst is C(Cl)Cl.CN(C=O)C. The yield is 0.630.